This data is from Catalyst prediction with 721,799 reactions and 888 catalyst types from USPTO. The task is: Predict which catalyst facilitates the given reaction. (1) Reactant: [O:1]1[CH2:6][CH2:5][CH:4](/[CH:7]=[CH:8]\[C:9]([O:11]CC)=[O:10])[CH2:3][CH2:2]1.[H][H].[OH-].[Na+].O. Product: [O:1]1[CH2:6][CH2:5][CH:4]([CH2:7][CH2:8][C:9]([OH:11])=[O:10])[CH2:3][CH2:2]1. The catalyst class is: 14. (2) Reactant: [Br:1][C:2]1[CH:3]=[C:4]2[C:9](=[CH:10][CH:11]=1)[N:8]=[C:7]([C:12]1[CH:17]=[CH:16][CH:15]=[CH:14][C:13]=1[OH:18])[N:6]=[C:5]2Cl.C(N(CC)CC)C.[OH:27][C@H:28]([CH2:37][CH:38]([CH3:40])[CH3:39])[C:29]([N:31]1[CH2:36][CH2:35][NH:34][CH2:33][CH2:32]1)=[O:30]. Product: [Br:1][C:2]1[CH:3]=[C:4]2[C:9](=[CH:10][CH:11]=1)[N:8]=[C:7]([C:12]1[CH:17]=[CH:16][CH:15]=[CH:14][C:13]=1[OH:18])[N:6]=[C:5]2[N:34]1[CH2:33][CH2:32][N:31]([C:29](=[O:30])[C@H:28]([OH:27])[CH2:37][CH:38]([CH3:39])[CH3:40])[CH2:36][CH2:35]1. The catalyst class is: 2.